Dataset: Forward reaction prediction with 1.9M reactions from USPTO patents (1976-2016). Task: Predict the product of the given reaction. (1) Given the reactants [NH2:1][C:2]1[CH:10]=[CH:9][C:5]([C:6]([NH2:8])=[O:7])=[CH:4][C:3]=1[O:11][CH2:12][CH3:13].Cl[C:15]1[C:16]2[C:23]([CH3:24])=[C:22]([C:25]([O:27][CH3:28])=[O:26])[S:21][C:17]=2[N:18]=[CH:19][N:20]=1.C1(C)C=CC(S(O)(=O)=O)=CC=1.[OH-].[NH4+].O, predict the reaction product. The product is: [C:6]([C:5]1[CH:9]=[CH:10][C:2]([NH:1][C:15]2[C:16]3[C:23]([CH3:24])=[C:22]([C:25]([O:27][CH3:28])=[O:26])[S:21][C:17]=3[N:18]=[CH:19][N:20]=2)=[C:3]([O:11][CH2:12][CH3:13])[CH:4]=1)(=[O:7])[NH2:8]. (2) Given the reactants C[O:2][C:3](=[O:21])[CH:4]([N:9]1[C:17]2[C:12](=[CH:13][CH:14]=[C:15]([Cl:18])[CH:16]=2)[C:11](=[O:19])[C:10]1=[O:20])[CH2:5][CH:6]([CH3:8])[CH3:7].O.[OH-].[Li+], predict the reaction product. The product is: [Cl:18][C:15]1[CH:16]=[C:17]2[C:12]([C:11](=[O:19])[C:10](=[O:20])[N:9]2[CH:4]([CH2:5][CH:6]([CH3:7])[CH3:8])[C:3]([OH:21])=[O:2])=[CH:13][CH:14]=1. (3) Given the reactants Cl[C:2]1[CH:3]=[CH:4][C:5]2[N:11]3[CH2:12][C@H:8]([CH2:9][CH2:10]3)[N:7]([C:13]([NH:15][C:16]3[CH:21]=[N:20][CH:19]=[CH:18][N:17]=3)=[O:14])[C:6]=2[N:22]=1.[CH2:23]([C:25]1[N:30]=[CH:29][C:28](B(O)O)=[CH:27][CH:26]=1)[CH3:24].[O-]P([O-])([O-])=O.[K+].[K+].[K+].CC(C1C=C(C(C)C)C(C2C=CC=CC=2P(C2CCCCC2)C2CCCCC2)=C(C(C)C)C=1)C, predict the reaction product. The product is: [CH2:23]([C:25]1[N:30]=[CH:29][C:28]([C:2]2[CH:3]=[CH:4][C:5]3[N:11]4[CH2:12][C@H:8]([CH2:9][CH2:10]4)[N:7]([C:13]([NH:15][C:16]4[CH:21]=[N:20][CH:19]=[CH:18][N:17]=4)=[O:14])[C:6]=3[N:22]=2)=[CH:27][CH:26]=1)[CH3:24]. (4) Given the reactants [CH:1]([C@@H:4]1[CH2:9][CH2:8][C@@H:7]([CH3:10])[CH2:6][C@H:5]1[CH:11]=[O:12])([CH3:3])[CH3:2].[CH2:13]([Mg]Br)[CH2:14][CH2:15][CH3:16], predict the reaction product. The product is: [CH:1]([C@@H:4]1[CH2:9][CH2:8][C@@H:7]([CH3:10])[CH2:6][CH:5]1[C:11](=[O:12])[CH2:13][CH2:14][CH2:15][CH3:16])([CH3:3])[CH3:2]. (5) Given the reactants Cl[C:2]1[N:7]=[CH:6][C:5]2[C:8](/[CH:30]=[CH:31]/[CH2:32][O:33][CH3:34])=[N:9][N:10]([C:11]([C:24]3[CH:29]=[CH:28][CH:27]=[CH:26][CH:25]=3)([C:18]3[CH:23]=[CH:22][CH:21]=[CH:20][CH:19]=3)[C:12]3[CH:17]=[CH:16][CH:15]=[CH:14][CH:13]=3)[C:4]=2[CH:3]=1.[C:35]1([C@H:41]([NH:43][C:44]([NH2:46])=[O:45])[CH3:42])[CH:40]=[CH:39][CH:38]=[CH:37][CH:36]=1.C([O-])([O-])=O.[Cs+].[Cs+], predict the reaction product. The product is: [CH3:34][O:33][CH2:32]/[CH:31]=[CH:30]/[C:8]1[C:5]2[CH:6]=[N:7][C:2]([NH:46][C:44]([NH:43][C@@H:41]([C:35]3[CH:40]=[CH:39][CH:38]=[CH:37][CH:36]=3)[CH3:42])=[O:45])=[CH:3][C:4]=2[N:10]([C:11]([C:24]2[CH:25]=[CH:26][CH:27]=[CH:28][CH:29]=2)([C:12]2[CH:13]=[CH:14][CH:15]=[CH:16][CH:17]=2)[C:18]2[CH:19]=[CH:20][CH:21]=[CH:22][CH:23]=2)[N:9]=1. (6) Given the reactants Cl[C:2]1[N:3]=[C:4]([CH3:12])[C:5]2[C:10]([CH:11]=1)=[CH:9][CH:8]=[CH:7][CH:6]=2.[CH3:13][N:14](C=O)C, predict the reaction product. The product is: [CH3:12][C:4]1[C:5]2[C:10](=[CH:9][CH:8]=[CH:7][CH:6]=2)[CH:11]=[C:2]([C:13]#[N:14])[N:3]=1. (7) Given the reactants C(NC(C)C)(C)C.CCCCCC.C([Li])CCC.[CH3:19][O:20][C:21]1[CH:22]=[C:23]([CH:36]=[CH:37][CH:38]=1)[CH2:24][O:25][CH2:26][C:27]([CH3:35])([CH3:34])[C:28](=[O:33])[C:29]([CH3:32])([CH3:31])[CH3:30].[Cl-].[Na+], predict the reaction product. The product is: [C:29]([C:28]1([OH:33])[C:27]([CH3:35])([CH3:34])[CH2:26][O:25][CH:24]1[C:23]1[CH:36]=[CH:37][CH:38]=[C:21]([O:20][CH3:19])[CH:22]=1)([CH3:31])([CH3:32])[CH3:30]. (8) Given the reactants [C:1]([O:8][CH3:9])(=[O:7])[CH2:2][C:3]([O:5]C)=O.[CH3:10][S:11][C:12]1[N:17]=[CH:16][C:15]([C:18]([C:20]2[N:21]([CH3:25])[CH:22]=[CH:23][N:24]=2)=O)=[C:14]([NH:26][CH2:27][C:28]2[CH:33]=[CH:32][C:31]([O:34][CH3:35])=[C:30]([Cl:36])[CH:29]=2)[N:13]=1.N1C=CC=CC=1.C(=O)([O-])O.[Na+], predict the reaction product. The product is: [CH3:10][S:11][C:12]1[N:17]=[CH:16][C:15]2[C:18]([C:20]3[N:21]([CH3:25])[CH:22]=[CH:23][N:24]=3)=[C:2]([C:1]([O:8][CH3:9])=[O:7])[C:3](=[O:5])[N:26]([CH2:27][C:28]3[CH:33]=[CH:32][C:31]([O:34][CH3:35])=[C:30]([Cl:36])[CH:29]=3)[C:14]=2[N:13]=1.